From a dataset of Reaction yield outcomes from USPTO patents with 853,638 reactions. Predict the reaction yield, written as a fraction of the theoretical maximum amount of product (1.0 means a 100% yield; for example, 0.34 means a 34% yield). (1) The reactants are Br[C:2]1[C:7]2=[N:8][S:9][N:10]=[C:6]2[C:5]([Br:11])=[C:4]([O:12][CH2:13][CH2:14][CH2:15][CH2:16][CH2:17][CH2:18][CH2:19][CH3:20])[C:3]=1[O:21][CH2:22][CH2:23][CH2:24][CH2:25][CH2:26][CH2:27][CH2:28][CH3:29].C([Sn](CCCC)(CCCC)[C:35]1[S:36][CH:37]=[CH:38][CH:39]=1)CCC. The catalyst is Cl[Pd](Cl)([P](C1C=CC=CC=1)(C1C=CC=CC=1)C1C=CC=CC=1)[P](C1C=CC=CC=1)(C1C=CC=CC=1)C1C=CC=CC=1. The product is [Br:11][C:5]1[C:6]2=[N:10][S:9][N:8]=[C:7]2[C:2]([C:35]2[S:36][CH:37]=[CH:38][CH:39]=2)=[C:3]([O:21][CH2:22][CH2:23][CH2:24][CH2:25][CH2:26][CH2:27][CH2:28][CH3:29])[C:4]=1[O:12][CH2:13][CH2:14][CH2:15][CH2:16][CH2:17][CH2:18][CH2:19][CH3:20]. The yield is 0.440. (2) The reactants are O1CCCCC1[O:7][CH:8]([CH2:27][CH2:28][CH2:29][CH2:30][CH2:31][C:32]([CH3:43])([CH3:42])[CH2:33][C:34](=[O:41])[C:35]1[CH:40]=[CH:39][CH:38]=[N:37][CH:36]=1)[CH2:9][CH2:10][CH2:11][CH2:12][CH2:13][C:14]([CH3:26])([CH3:25])[CH2:15][O:16][C:17](=[O:24])[C:18]1[CH:23]=[CH:22][CH:21]=[N:20][CH:19]=1.C(O)(=O)C.C1COCC1. The catalyst is O. The product is [OH:7][CH:8]([CH2:27][CH2:28][CH2:29][CH2:30][CH2:31][C:32]([CH3:43])([CH3:42])[CH2:33][C:34](=[O:41])[C:35]1[CH:40]=[CH:39][CH:38]=[N:37][CH:36]=1)[CH2:9][CH2:10][CH2:11][CH2:12][CH2:13][C:14]([CH3:26])([CH3:25])[CH2:15][O:16][C:17](=[O:24])[C:18]1[CH:23]=[CH:22][CH:21]=[N:20][CH:19]=1. The yield is 0.580. (3) The reactants are [CH2:1]([O:8][C:9]1[C:14]([CH:15]([CH:17]2[CH2:19][CH2:18]2)[CH3:16])=[CH:13][CH:12]=[CH:11][C:10]=1[C:20]([CH:22]1[CH2:24][CH2:23]1)=[O:21])[C:2]1[CH:7]=[CH:6][CH:5]=[CH:4][CH:3]=1.[CH3:25][Mg]Br. The catalyst is O1CCCC1. The product is [CH2:1]([O:8][C:9]1[C:14]([CH:15]([CH:17]2[CH2:19][CH2:18]2)[CH3:16])=[CH:13][CH:12]=[CH:11][C:10]=1[C:20]([CH:22]1[CH2:24][CH2:23]1)([OH:21])[CH3:25])[C:2]1[CH:3]=[CH:4][CH:5]=[CH:6][CH:7]=1. The yield is 0.570.